The task is: Predict the reactants needed to synthesize the given product.. This data is from Full USPTO retrosynthesis dataset with 1.9M reactions from patents (1976-2016). (1) Given the product [NH2:16][CH2:17][CH2:18][CH2:19][N:20]1[CH2:21][CH2:22][N:23]([C:26]2[CH:31]=[C:30]([CH2:32][O:33][C:34]3[C:63]([O:64][CH3:65])=[CH:62][C:37]4[C:38](=[O:61])[N:39]5[CH2:59][C:58](=[CH2:60])[CH2:57][C@H:40]5[CH:41]=[N:42][C:36]=4[CH:35]=3)[CH:29]=[C:28]([CH2:66][O:67][C:68]3[C:97]([O:98][CH3:99])=[CH:96][C:71]4[C:72](=[O:95])[N:73]5[CH2:93][C:92](=[CH2:94])[CH2:91][C@H:74]5[CH:75]=[N:76][C:70]=4[CH:69]=3)[CH:27]=2)[CH2:24][CH2:25]1, predict the reactants needed to synthesize it. The reactants are: C(O)(C(F)(F)F)=O.O.C(OC([NH:16][CH2:17][CH2:18][CH2:19][N:20]1[CH2:25][CH2:24][N:23]([C:26]2[CH:27]=[C:28]([CH2:66][O:67][C:68]3[C:97]([O:98][CH3:99])=[CH:96][C:71]4[C:72](=[O:95])[N:73]5[CH2:93][C:92](=[CH2:94])[CH2:91][C@H:74]5[C@H:75](OC5CCCCO5)[N:76](C(OC(C)(C)C)=O)[C:70]=4[CH:69]=3)[CH:29]=[C:30]([CH2:32][O:33][C:34]3[C:63]([O:64][CH3:65])=[CH:62][C:37]4[C:38](=[O:61])[N:39]5[CH2:59][C:58](=[CH2:60])[CH2:57][C@H:40]5[C@H:41](OC5CCCCO5)[N:42](C(OC(C)(C)C)=O)[C:36]=4[CH:35]=3)[CH:31]=2)[CH2:22][CH2:21]1)=O)(C)(C)C. (2) Given the product [C:5]([C:4]1[CH:8]=[CH:9][C:10]([CH3:11])=[C:2]([NH:1][CH:27]([C:16]2[CH:17]=[CH:18][C:19]([O:20][CH3:21])=[C:14]([O:13][CH3:12])[CH:15]=2)[C:26]([OH:30])=[O:29])[CH:3]=1)(=[O:6])[NH2:7], predict the reactants needed to synthesize it. The reactants are: [NH2:1][C:2]1[CH:3]=[C:4]([CH:8]=[CH:9][C:10]=1[CH3:11])[C:5]([NH2:7])=[O:6].[CH3:12][O:13][C:14]1[CH:15]=[C:16](B(O)O)[CH:17]=[CH:18][C:19]=1[O:20][CH3:21].O.[C:26]([OH:30])(=[O:29])[CH:27]=O. (3) Given the product [CH3:12][N:11]([CH:10]=[N:9][C:3]1[C:2]([F:1])=[CH:7][N:6]=[C:5]([O:8][CH2:27][O:26][C:20](=[O:25])[C:21]([CH3:24])([CH3:23])[CH3:22])[N:4]=1)[CH3:13], predict the reactants needed to synthesize it. The reactants are: [F:1][C:2]1[C:3]([N:9]=[CH:10][N:11]([CH3:13])[CH3:12])=[N:4][C:5]([OH:8])=[N:6][CH:7]=1.C(=O)([O-])[O-].[Cs+].[Cs+].[C:20]([O:26][CH2:27]Cl)(=[O:25])[C:21]([CH3:24])([CH3:23])[CH3:22].C(OCC)C. (4) Given the product [CH3:38][N:35]1[CH2:36][CH2:37][CH:32]([O:31][C:7]2[CH:30]=[CH:29][C:10]([C:11]([NH:13][CH2:14][CH2:15][C:16]3[CH:21]=[CH:20][C:19]([O:22][C:23]4[CH:28]=[CH:27][CH:26]=[CH:25][CH:24]=4)=[CH:18][CH:17]=3)=[O:12])=[CH:9][N:8]=2)[CH2:33][CH2:34]1, predict the reactants needed to synthesize it. The reactants are: N1([C:7]2[CH:30]=[CH:29][C:10]([C:11]([NH:13][CH2:14][CH2:15][C:16]3[CH:21]=[CH:20][C:19]([O:22][C:23]4[CH:28]=[CH:27][CH:26]=[CH:25][CH:24]=4)=[CH:18][CH:17]=3)=[O:12])=[CH:9][N:8]=2)CCOCC1.[OH:31][CH:32]1[CH2:37][CH2:36][N:35]([CH3:38])[CH2:34][CH2:33]1.[OH-].[K+]. (5) The reactants are: [F:1][C:2]1([F:32])[O:6][C:5]2[CH:7]=[CH:8][C:9]([NH:11][C:12]([C:14]3[CH:19]=[CH:18][CH:17]=[CH:16][C:15]=3[NH:20][CH2:21][C:22]3[CH:27]=[CH:26][N:25]=[C:24]([C:28](OC)=[O:29])[CH:23]=3)=[O:13])=[CH:10][C:4]=2[O:3]1.[Li+].[BH4-].CO. Given the product [F:32][C:2]1([F:1])[O:6][C:5]2[CH:7]=[CH:8][C:9]([NH:11][C:12](=[O:13])[C:14]3[CH:19]=[CH:18][CH:17]=[CH:16][C:15]=3[NH:20][CH2:21][C:22]3[CH:27]=[CH:26][N:25]=[C:24]([CH2:28][OH:29])[CH:23]=3)=[CH:10][C:4]=2[O:3]1, predict the reactants needed to synthesize it.